From a dataset of Reaction yield outcomes from USPTO patents with 853,638 reactions. Predict the reaction yield, written as a fraction of the theoretical maximum amount of product (1.0 means a 100% yield; for example, 0.34 means a 34% yield). (1) The reactants are [Cl:1][C:2]1[C:7]([C:8]#[N:9])=[C:6]([N:10]2[CH2:13][CH:12]([O:14][CH3:15])[CH2:11]2)[C:5]([O:16][CH2:17][CH3:18])=[C:4]([CH:19](O)[CH3:20])[CH:3]=1.CN(C)C=O.S(Cl)([Cl:29])=O. The catalyst is C(Cl)Cl.CCOC(C)=O. The product is [Cl:1][C:2]1[C:7]([C:8]#[N:9])=[C:6]([N:10]2[CH2:13][CH:12]([O:14][CH3:15])[CH2:11]2)[C:5]([O:16][CH2:17][CH3:18])=[C:4]([CH:19]([Cl:29])[CH3:20])[CH:3]=1. The yield is 1.00. (2) The reactants are Cl[C:2]1[C:11]([CH2:12][NH:13][C:14]2[N:22]=[CH:21][N:20]=[C:19]3[C:15]=2[N:16]=[CH:17][NH:18]3)=[CH:10][C:9]2[C:4](=[C:5]([CH3:23])[CH:6]=[CH:7][CH:8]=2)[N:3]=1.[CH3:24][NH:25][CH2:26][CH2:27][NH:28][CH3:29]. The catalyst is CC(N(C)C)=O. The product is [N:22]1[C:14]([NH:13][CH2:12][C:11]2[C:2]([N:25]([CH3:24])[CH2:26][CH2:27][NH:28][CH3:29])=[N:3][C:4]3[C:9]([CH:10]=2)=[CH:8][CH:7]=[CH:6][C:5]=3[CH3:23])=[C:15]2[C:19]([NH:18][CH:17]=[N:16]2)=[N:20][CH:21]=1. The yield is 0.760. (3) The reactants are C([O:4][CH2:5][C@@H:6]1[C@@H:11]([O:12]C(=O)C)[C@H:10]([OH:16])[C@H:9]([OH:17])[C@@H:8]([C:18]2[CH:23]=[CH:22][C:21]([OH:24])=[CH:20][CH:19]=2)[O:7]1)(=O)C.[CH3:25][O:26][C:27]([C:29]1[CH:30]=[C:31](B(O)O)[CH:32]=[CH:33][CH:34]=1)=[O:28].N1C(C)=CC=CC=1C.C[O-].[Na+]. The catalyst is C(Cl)Cl.CC([O-])=O.CC([O-])=O.[Cu+2]. The product is [OH:17][C@H:9]1[C@@H:10]([OH:16])[C@H:11]([OH:12])[C@@H:6]([CH2:5][OH:4])[O:7][C@@H:8]1[C:18]1[CH:19]=[CH:20][C:21]([O:24][C:33]2[CH:34]=[C:29]([CH:30]=[CH:31][CH:32]=2)[C:27]([O:26][CH3:25])=[O:28])=[CH:22][CH:23]=1. The yield is 0.230. (4) The yield is 0.610. The product is [CH3:15][C:8]1[N:6]2[N:7]=[C:2]([C:17]#[C:16][C:18]3[N:22]=[C:21]([N:23]4[CH2:27][CH2:26][CH2:25][CH2:24]4)[N:20]([CH3:28])[N:19]=3)[CH:3]=[CH:4][C:5]2=[N:10][C:9]=1[C:11]([F:14])([F:13])[F:12]. The catalyst is CN(C=O)C.[Cu]I.C1C=CC(P(C2C=CC=CC=2)C2C=CC=CC=2)=CC=1.C1C=CC(P(C2C=CC=CC=2)C2C=CC=CC=2)=CC=1.Cl[Pd]Cl. The reactants are I[C:2]1[CH:3]=[CH:4][C:5]2[N:6]([C:8]([CH3:15])=[C:9]([C:11]([F:14])([F:13])[F:12])[N:10]=2)[N:7]=1.[C:16]([C:18]1[N:22]=[C:21]([N:23]2[CH2:27][CH2:26][CH2:25][CH2:24]2)[N:20]([CH3:28])[N:19]=1)#[CH:17].C(N(CC)CC)C. (5) The reactants are [CH2:1]([O:3][C:4]([C:6]1[N:7]=[CH:8][N:9]2[C:15]=1[CH:14]([CH3:16])[N:13]=[C:12]([C:17]1[CH:22]=[CH:21][CH:20]=[CH:19][CH:18]=1)[C:11]1[CH:23]=[C:24](Br)[CH:25]=[CH:26][C:10]2=1)=[O:5])[CH3:2].[CH3:28][Si:29]([C:32]#[CH:33])([CH3:31])[CH3:30]. The catalyst is C(#N)C.CC([O-])=O.CC([O-])=O.C1C=CC(P(C2C=CC=CC=2)C2C=CC=CC=2)=CC=1.C1C=CC(P(C2C=CC=CC=2)C2C=CC=CC=2)=CC=1.[Pd+2]. The product is [CH2:1]([O:3][C:4]([C:6]1[N:7]=[CH:8][N:9]2[C:15]=1[CH:14]([CH3:16])[N:13]=[C:12]([C:17]1[CH:22]=[CH:21][CH:20]=[CH:19][CH:18]=1)[C:11]1[CH:23]=[C:24]([C:33]#[C:32][Si:29]([CH3:31])([CH3:30])[CH3:28])[CH:25]=[CH:26][C:10]2=1)=[O:5])[CH3:2]. The yield is 0.833. (6) The reactants are P([CH2:5][C:6]([O:8][CH3:9])=[O:7])(O)(O)=O.[H-].[Na+].[H][H].[CH3:14][O:15][C:16]1[CH:21]=[CH:20][C:19]2[NH:22][CH:23]=[C:24]([CH:25]=O)[C:18]=2[CH:17]=1.P(=O)([O-])[O-]. The catalyst is O1CCCC1.ClCCl. The product is [CH3:9][O:8][C:6](=[O:7])[CH:5]=[CH:25][C:24]1[C:18]2[C:19](=[CH:20][CH:21]=[C:16]([O:15][CH3:14])[CH:17]=2)[NH:22][CH:23]=1. The yield is 0.780. (7) The reactants are Cl.[CH:2]1[C:14]2[CH:13]([CH2:15][O:16][C:17]([NH:19][C@@H:20]([CH2:25]I)[C:21]([O:23][CH3:24])=[O:22])=[O:18])[C:12]3[C:7](=[CH:8][CH:9]=[CH:10][CH:11]=3)[C:6]=2[CH:5]=[CH:4][CH:3]=1.[CH2:27]([O:34][C:35]1[CH:40]=[CH:39][C:38](I)=[C:37]([F:42])[CH:36]=1)[C:28]1[CH:33]=[CH:32][CH:31]=[CH:30][CH:29]=1.O. The catalyst is CN(C=O)C.[Zn].II.C1(P(C2CCCCC2)C2C=CC=CC=2C2C(OC)=CC=CC=2OC)CCCCC1.C(OCC)(=O)C. The product is [CH2:27]([O:34][C:35]1[CH:40]=[CH:39][C:38]([CH2:25][C@H:20]([NH:19][C:17]([O:16][CH2:15][CH:13]2[C:12]3[CH:11]=[CH:10][CH:9]=[CH:8][C:7]=3[C:6]3[C:14]2=[CH:2][CH:3]=[CH:4][CH:5]=3)=[O:18])[C:21]([O:23][CH3:24])=[O:22])=[C:37]([F:42])[CH:36]=1)[C:28]1[CH:29]=[CH:30][CH:31]=[CH:32][CH:33]=1. The yield is 0.770.